Dataset: Peptide-MHC class I binding affinity with 185,985 pairs from IEDB/IMGT. Task: Regression. Given a peptide amino acid sequence and an MHC pseudo amino acid sequence, predict their binding affinity value. This is MHC class I binding data. (1) The peptide sequence is SDAHKKNLY. The MHC is HLA-A26:01 with pseudo-sequence HLA-A26:01. The binding affinity (normalized) is 0. (2) The peptide sequence is AEILPDTTYL. The MHC is HLA-B40:01 with pseudo-sequence HLA-B40:01. The binding affinity (normalized) is 0.153. (3) The peptide sequence is TEDDWITYI. The MHC is HLA-A02:16 with pseudo-sequence HLA-A02:16. The binding affinity (normalized) is 0.446. (4) The peptide sequence is IEAGDEVFF. The MHC is HLA-A26:03 with pseudo-sequence HLA-A26:03. The binding affinity (normalized) is 0.0847. (5) The peptide sequence is VPRPCQKSL. The MHC is HLA-A31:01 with pseudo-sequence HLA-A31:01. The binding affinity (normalized) is 0.0847.